From a dataset of Blood-brain barrier permeability classification from the B3DB database. Regression/Classification. Given a drug SMILES string, predict its absorption, distribution, metabolism, or excretion properties. Task type varies by dataset: regression for continuous measurements (e.g., permeability, clearance, half-life) or binary classification for categorical outcomes (e.g., BBB penetration, CYP inhibition). Dataset: b3db_classification. The drug is CC(=O)OC1(C(C)=O)CCC2C3C=CC4=CC(=O)CCC4(C)C3CCC21C. The result is 0 (does not penetrate BBB).